From a dataset of NCI-60 drug combinations with 297,098 pairs across 59 cell lines. Regression. Given two drug SMILES strings and cell line genomic features, predict the synergy score measuring deviation from expected non-interaction effect. (1) Drug 1: CNC(=O)C1=NC=CC(=C1)OC2=CC=C(C=C2)NC(=O)NC3=CC(=C(C=C3)Cl)C(F)(F)F. Drug 2: C1C(C(OC1N2C=NC3=C2NC=NCC3O)CO)O. Cell line: K-562. Synergy scores: CSS=-4.27, Synergy_ZIP=6.49, Synergy_Bliss=3.74, Synergy_Loewe=-2.76, Synergy_HSA=-5.61. (2) Drug 1: C1=CN(C(=O)N=C1N)C2C(C(C(O2)CO)O)O.Cl. Drug 2: CC1C(C(CC(O1)OC2CC(OC(C2O)C)OC3=CC4=CC5=C(C(=O)C(C(C5)C(C(=O)C(C(C)O)O)OC)OC6CC(C(C(O6)C)O)OC7CC(C(C(O7)C)O)OC8CC(C(C(O8)C)O)(C)O)C(=C4C(=C3C)O)O)O)O. Cell line: OVCAR-4. Synergy scores: CSS=42.1, Synergy_ZIP=-1.46, Synergy_Bliss=0.195, Synergy_Loewe=-14.6, Synergy_HSA=1.08.